Dataset: Reaction yield outcomes from USPTO patents with 853,638 reactions. Task: Predict the reaction yield, written as a fraction of the theoretical maximum amount of product (1.0 means a 100% yield; for example, 0.34 means a 34% yield). The reactants are C([O:3][C:4](=[O:35])[C:5]1[CH:10]=[CH:9][CH:8]=[C:7]([N:11]2[C:15]([CH3:16])=[CH:14][CH:13]=[C:12]2[C:17]2[CH:22]=[C:21]([Br:23])[CH:20]=[CH:19][C:18]=2[O:24][CH2:25][C:26]2[C:31]([F:32])=[CH:30][C:29]([F:33])=[CH:28][C:27]=2[F:34])[CH:6]=1)C.[OH-].[Na+]. The catalyst is CCO. The product is [Br:23][C:21]1[CH:20]=[CH:19][C:18]([O:24][CH2:25][C:26]2[C:31]([F:32])=[CH:30][C:29]([F:33])=[CH:28][C:27]=2[F:34])=[C:17]([C:12]2[N:11]([C:7]3[CH:6]=[C:5]([CH:10]=[CH:9][CH:8]=3)[C:4]([OH:35])=[O:3])[C:15]([CH3:16])=[CH:14][CH:13]=2)[CH:22]=1. The yield is 0.950.